This data is from Forward reaction prediction with 1.9M reactions from USPTO patents (1976-2016). The task is: Predict the product of the given reaction. (1) Given the reactants [CH2:1]([O:3][C:4]1[CH:9]=[CH:8][C:7]([CH:10]2[CH2:15][CH2:14][NH:13][CH2:12][CH2:11]2)=[CH:6][CH:5]=1)[CH3:2].Br[C:17]1[CH:22]=[CH:21][C:20]([CH:23]([CH3:29])[C:24]([NH:26][CH2:27][CH3:28])=[O:25])=[CH:19][CH:18]=1.C(P(C(C)(C)C)C1C=CC=CC=1C1C=CC=CC=1)(C)(C)C, predict the reaction product. The product is: [CH2:1]([O:3][C:4]1[CH:9]=[CH:8][C:7]([CH:10]2[CH2:11][CH2:12][N:13]([C:17]3[CH:22]=[CH:21][C:20]([CH:23]([CH3:29])[C:24]([NH:26][CH2:27][CH3:28])=[O:25])=[CH:19][CH:18]=3)[CH2:14][CH2:15]2)=[CH:6][CH:5]=1)[CH3:2]. (2) Given the reactants [OH:1][C:2]1[CH:7]=[CH:6][C:5]([CH:8]2[CH2:13][CH2:12][N:11]([C:14]([O:16][CH2:17][C:18]3[CH:23]=[CH:22][CH:21]=[CH:20][CH:19]=3)=[O:15])[CH2:10][CH:9]2[O:24][CH2:25][C:26]2[CH:27]=[CH:28][C:29]3[O:34][CH2:33][CH2:32][N:31]([CH2:35][CH2:36][CH2:37][O:38][CH3:39])[C:30]=3[CH:40]=2)=[CH:4][CH:3]=1.[CH3:41][N:42](C)[C:43]1C=CC=C[CH:44]=1.[C:50](Cl)(Cl)=[O:51].[C:54]1([CH3:60])[CH:59]=[CH:58][CH:57]=[CH:56][CH:55]=1, predict the reaction product. The product is: [CH3:39][O:38][CH2:37][CH2:36][CH2:35][N:31]1[C:30]2[CH:40]=[C:26]([CH2:25][O:24][CH:9]3[CH:8]([C:5]4[CH:6]=[CH:7][C:2]([O:1][C:50]([N:42]5[CH2:43][CH2:44][CH:60]([C:54]6[CH:59]=[CH:58][CH:57]=[CH:56][CH:55]=6)[CH2:41]5)=[O:51])=[CH:3][CH:4]=4)[CH2:13][CH2:12][N:11]([C:14]([O:16][CH2:17][C:18]4[CH:19]=[CH:20][CH:21]=[CH:22][CH:23]=4)=[O:15])[CH2:10]3)[CH:27]=[CH:28][C:29]=2[O:34][CH2:33][CH2:32]1. (3) Given the reactants [CH2:1]([N:3]1[CH:7]=[C:6]([C:8]2[CH:9]=[C:10]([CH:12]=[CH:13][CH:14]=2)[NH2:11])[C:5]([C:15]2[CH:20]=[CH:19][N:18]=[CH:17][CH:16]=2)=[N:4]1)[CH3:2].[N:21]([C:24]1[CH:29]=[CH:28][C:27]([CH3:30])=[CH:26][CH:25]=1)=[C:22]=[O:23], predict the reaction product. The product is: [CH2:1]([N:3]1[CH:7]=[C:6]([C:8]2[CH:9]=[C:10]([NH:11][C:22]([NH:21][C:24]3[CH:29]=[CH:28][C:27]([CH3:30])=[CH:26][CH:25]=3)=[O:23])[CH:12]=[CH:13][CH:14]=2)[C:5]([C:15]2[CH:16]=[CH:17][N:18]=[CH:19][CH:20]=2)=[N:4]1)[CH3:2]. (4) Given the reactants [NH2:1][C:2]1[CH:11]=[CH:10][CH:9]=[C:8]2[C:3]=1[CH2:4][C:5](=[O:14])[N:6]([CH2:12][CH3:13])[CH2:7]2.CCN(C(C)C)C(C)C.Br[CH2:25][C:26]([O:28][CH2:29][CH3:30])=[O:27], predict the reaction product. The product is: [CH2:29]([O:28][C:26](=[O:27])[CH2:25][NH:1][C:2]1[CH:11]=[CH:10][CH:9]=[C:8]2[C:3]=1[CH2:4][C:5](=[O:14])[N:6]([CH2:12][CH3:13])[CH2:7]2)[CH3:30]. (5) Given the reactants [NH:1]([CH2:5][CH2:6]O)CCO.II.[C:10]1(=[O:16])O[C:13](=O)[CH:12]=[CH:11]1.[C:17]1([CH3:27])[CH:22]=[CH:21][C:20](S(O)(=O)=O)=[CH:19][CH:18]=1, predict the reaction product. The product is: [N-:1]=[C:10]=[O:16].[N-:1]=[C:10]=[O:16].[C:17]1([CH2:27][C:6]2[CH:5]=[CH:13][CH:12]=[CH:11][CH:10]=2)[CH:22]=[CH:21][CH:20]=[CH:19][CH:18]=1. (6) Given the reactants [F:1][C:2]([F:20])([F:19])[C:3]([N:5]1[CH2:11][CH2:10][C:9]2[CH:12]=[C:13]([N+:16]([O-])=O)[CH:14]=[CH:15][C:8]=2[CH2:7][CH2:6]1)=[O:4], predict the reaction product. The product is: [NH2:16][C:13]1[CH:14]=[CH:15][C:8]2[CH2:7][CH2:6][N:5]([C:3](=[O:4])[C:2]([F:20])([F:1])[F:19])[CH2:11][CH2:10][C:9]=2[CH:12]=1.